Dataset: Reaction yield outcomes from USPTO patents with 853,638 reactions. Task: Predict the reaction yield, written as a fraction of the theoretical maximum amount of product (1.0 means a 100% yield; for example, 0.34 means a 34% yield). (1) The reactants are [CH:1]1([C:4]2[NH:8][C:7]3[C:9]([C:14]([OH:16])=O)=[CH:10][CH:11]=[C:12]([OH:13])[C:6]=3[N:5]=2)[CH2:3][CH2:2]1.[NH2:17][CH:18]1[CH2:23][CH2:22][N:21](C(OCCCC)=O)[CH2:20][CH2:19]1. No catalyst specified. The product is [CH:1]1([C:4]2[NH:8][C:7]3[C:9]([C:14]([NH:17][CH:18]4[CH2:23][CH2:22][NH:21][CH2:20][CH2:19]4)=[O:16])=[CH:10][CH:11]=[C:12]([OH:13])[C:6]=3[N:5]=2)[CH2:2][CH2:3]1. The yield is 0.360. (2) The reactants are [CH2:1]([C:3]1[C:8](=[O:9])[NH:7][C:6]([CH3:10])=[C:5]([C:11]2[S:15][C:14]([S:16]([Cl:19])(=[O:18])=[O:17])=[CH:13][CH:12]=2)[CH:4]=1)[CH3:2].[CH3:20][N:21]([CH3:26])[CH2:22][CH2:23][CH2:24][NH2:25]. No catalyst specified. The product is [ClH:19].[CH3:20][N:21]([CH3:26])[CH2:22][CH2:23][CH2:24][NH:25][S:16]([C:14]1[S:15][C:11]([C:5]2[CH:4]=[C:3]([CH2:1][CH3:2])[C:8](=[O:9])[NH:7][C:6]=2[CH3:10])=[CH:12][CH:13]=1)(=[O:18])=[O:17]. The yield is 0.640. (3) The reactants are [Br:1][C:2]1[CH:3]=[C:4]([OH:28])[CH:5]=[C:6]([CH2:8][NH:9][C:10]2[C:15]([Cl:16])=[CH:14][N:13]=[C:12]([NH:17][C:18]3[CH:23]=[CH:22][CH:21]=[C:20]([CH2:24][CH2:25][CH2:26]Br)[CH:19]=3)[N:11]=2)[CH:7]=1.O1CCCC1.[OH-].[Na+]. The catalyst is O. The product is [Br:1][C:2]1[CH:3]=[C:4]2[CH:5]=[C:6]([CH2:8][NH:9][C:10]3[N:11]=[C:12]([NH:17][C:18]4[CH:23]=[CH:22][CH:21]=[C:20]([CH:19]=4)[CH2:24][CH2:25][CH2:26][O:28]2)[N:13]=[CH:14][C:15]=3[Cl:16])[CH:7]=1. The yield is 0.530. (4) The product is [C:20]1([C:2]2[CH:3]=[CH:4][C:5]3[N:6]([N:8]=[C:9]([NH:11][C:12](=[O:19])[C:13]4[CH:18]=[CH:17][CH:16]=[N:15][CH:14]=4)[N:10]=3)[CH:7]=2)[CH:25]=[CH:24][CH:23]=[CH:22][CH:21]=1. No catalyst specified. The reactants are Br[C:2]1[CH:3]=[CH:4][C:5]2[N:6]([N:8]=[C:9]([NH:11][C:12](=[O:19])[C:13]3[CH:18]=[CH:17][CH:16]=[N:15][CH:14]=3)[N:10]=2)[CH:7]=1.[C:20]1(B(O)O)[CH:25]=[CH:24][CH:23]=[CH:22][CH:21]=1. The yield is 0.560. (5) The reactants are [F:1][C:2]([F:18])([F:17])[C:3]1([C:6]2[CH:7]=[C:8]([CH:14]=[CH:15][CH:16]=2)[C:9]([O:11][CH2:12]C)=[O:10])[NH:5][NH:4]1.C(N(CC)CC)C.II. The catalyst is CO. The product is [F:18][C:2]([F:1])([F:17])[C:3]1([C:6]2[CH:7]=[C:8]([CH:14]=[CH:15][CH:16]=2)[C:9]([O:11][CH3:12])=[O:10])[N:4]=[N:5]1. The yield is 0.270. (6) The reactants are Br[C:2]1[S:6][C:5]([C:7]([NH:9][C:10]2[C:15]([F:16])=[CH:14][CH:13]=[CH:12][C:11]=2[F:17])=[O:8])=[CH:4][CH:3]=1.[Cl:18][C:19]1[C:20](B2OC(C)(C)C(C)(C)O2)=[CH:21][C:22]2[O:26][C:25]([CH3:27])=[N:24][C:23]=2[CH:28]=1.C(=O)([O-])[O-].[Na+].[Na+].CC(=O)OCC.[Cl-].[Na+].O. The catalyst is COCCOC.CCO.O.[Pd].C1(P(C2C=CC=CC=2)C2C=CC=CC=2)C=CC=CC=1.C1(P(C2C=CC=CC=2)C2C=CC=CC=2)C=CC=CC=1.C1(P(C2C=CC=CC=2)C2C=CC=CC=2)C=CC=CC=1.C1(P(C2C=CC=CC=2)C2C=CC=CC=2)C=CC=CC=1. The product is [Cl:18][C:19]1[C:20]([C:2]2[S:6][C:5]([C:7]([NH:9][C:10]3[C:15]([F:16])=[CH:14][CH:13]=[CH:12][C:11]=3[F:17])=[O:8])=[CH:4][CH:3]=2)=[CH:21][C:22]2[O:26][C:25]([CH3:27])=[N:24][C:23]=2[CH:28]=1. The yield is 0.553. (7) The reactants are [CH3:1][NH:2][C:3](=[O:18])[CH2:4][N:5]([CH2:13][C:14]([NH:16][CH3:17])=[O:15])CC1C=CC=CC=1. The catalyst is CO.[Pd]. The product is [CH3:17][NH:16][C:14](=[O:15])[CH2:13][NH:5][CH2:4][C:3]([NH:2][CH3:1])=[O:18]. The yield is 1.00. (8) The catalyst is CN(C)C=O. The product is [Br:12][C:13]1[C:14]([C:15]#[N:16])=[C:17]([CH:18]=[CH:19][CH:20]=1)[O:11][C:10]1[CH:9]=[CH:8][C:4]([C:5]([OH:7])=[O:6])=[CH:3][C:2]=1[Cl:1]. The yield is 0.890. The reactants are [Cl:1][C:2]1[CH:3]=[C:4]([CH:8]=[CH:9][C:10]=1[OH:11])[C:5]([OH:7])=[O:6].[Br:12][C:13]1[CH:20]=[CH:19][CH:18]=[C:17](F)[C:14]=1[C:15]#[N:16].C(=O)([O-])[O-].[K+].[K+].O. (9) The catalyst is CN(C=O)C. The yield is 0.740. The product is [F:1][C:2]1[CH:7]=[C:6]([I:8])[CH:5]=[CH:4][C:3]=1[NH:9][C:10]1[CH:11]=[N:12][CH:13]=[CH:14][C:15]=1[C:16]([N:51]1[CH2:52][C:49]([C@@H:53]2[CH2:58][CH2:57][CH2:56][CH2:55][N:54]2[C:59]([O:61][C:62]([CH3:65])([CH3:64])[CH3:63])=[O:60])([OH:48])[CH2:50]1)=[O:18]. The reactants are [F:1][C:2]1[CH:7]=[C:6]([I:8])[CH:5]=[CH:4][C:3]=1[NH:9][C:10]1[CH:11]=[N:12][CH:13]=[CH:14][C:15]=1[C:16]([OH:18])=O.ON1C2C=CC=CC=2N=N1.Cl.CN(C)CCCN=C=NCC.C(N(CC)CC)C.[OH:48][C:49]1([C@@H:53]2[CH2:58][CH2:57][CH2:56][CH2:55][N:54]2[C:59]([O:61][C:62]([CH3:65])([CH3:64])[CH3:63])=[O:60])[CH2:52][NH:51][CH2:50]1. (10) The reactants are [F:1][C:2]1[C:3]([F:12])=[CH:4][C:5]2[S:9][C:8]([NH2:10])=[N:7][C:6]=2[CH:11]=1.[F:13][C:14]1[CH:15]=[CH:16][C:17]([C:23]([F:26])([F:25])[F:24])=[C:18]([CH:22]=1)[C:19](Cl)=[O:20].Br[CH:28]([CH2:33][CH3:34])[C:29]([O:31]C)=[O:30].COC1C=CC2N=C(N)SC=2C=1.ClC1C=C(C=CC=1)C(Cl)=O.BrCC(OCC)=O. The yield is 0.160. No catalyst specified. The product is [F:1][C:2]1[C:3]([F:12])=[CH:4][C:5]2[S:9][C:8](=[N:10][C:19](=[O:20])[C:18]3[CH:22]=[C:14]([F:13])[CH:15]=[CH:16][C:17]=3[C:23]([F:26])([F:25])[F:24])[N:7]([CH:28]([CH2:33][CH3:34])[C:29]([OH:31])=[O:30])[C:6]=2[CH:11]=1.